From a dataset of Forward reaction prediction with 1.9M reactions from USPTO patents (1976-2016). Predict the product of the given reaction. (1) Given the reactants [N:1]1([C:7]2[CH:12]=[CH:11][C:10]([N:13]3[CH2:18][CH2:17][CH2:16][CH2:15][C:14]3=[O:19])=[CH:9][CH:8]=2)[CH2:6][CH2:5][NH:4][CH2:3][CH2:2]1.CC1C=CC(S(O[CH2:31][CH2:32][CH2:33][CH2:34][C:35]2[C:43]3[C:38](=[CH:39][CH:40]=[C:41]([F:44])[CH:42]=3)[NH:37][CH:36]=2)(=O)=O)=CC=1.C(=O)([O-])[O-].[K+].[K+].[I-].[K+], predict the reaction product. The product is: [F:44][C:41]1[CH:42]=[C:43]2[C:38](=[CH:39][CH:40]=1)[NH:37][CH:36]=[C:35]2[CH2:34][CH2:33][CH2:32][CH2:31][N:4]1[CH2:5][CH2:6][N:1]([C:7]2[CH:8]=[CH:9][C:10]([N:13]3[CH2:18][CH2:17][CH2:16][CH2:15][C:14]3=[O:19])=[CH:11][CH:12]=2)[CH2:2][CH2:3]1. (2) Given the reactants [Cl:1][C:2]1[CH:3]=[C:4]([N+:13]([O-])=O)[C:5]2[O:10][CH2:9][C:8](=[O:11])[NH:7][C:6]=2[CH:12]=1, predict the reaction product. The product is: [NH2:13][C:4]1[C:5]2[O:10][CH2:9][C:8](=[O:11])[NH:7][C:6]=2[CH:12]=[C:2]([Cl:1])[CH:3]=1.